From a dataset of Reaction yield outcomes from USPTO patents with 853,638 reactions. Predict the reaction yield, written as a fraction of the theoretical maximum amount of product (1.0 means a 100% yield; for example, 0.34 means a 34% yield). (1) The reactants are [Cl:1][C:2]1[C:9]([CH3:10])=[C:8]([NH:11][C@@H:12]([C:16]2[O:17][C:18]([C:21]3[CH:26]=[CH:25][C:24]([OH:27])=[CH:23][CH:22]=3)=[N:19][N:20]=2)[C@@H:13]([OH:15])[CH3:14])[CH:7]=[CH:6][C:3]=1[C:4]#[N:5].C[O-].[Na+:30].N1C=CC=CC=1.[S:37](=[O:40])(=[O:39])=[O:38]. The catalyst is C1COCC1. The product is [S:37]([O-:40])([O:27][C:24]1[CH:23]=[CH:22][C:21]([C:18]2[O:17][C:16]([C@H:12]([NH:11][C:8]3[CH:7]=[CH:6][C:3]([C:4]#[N:5])=[C:2]([Cl:1])[C:9]=3[CH3:10])[C@@H:13]([OH:15])[CH3:14])=[N:20][N:19]=2)=[CH:26][CH:25]=1)(=[O:39])=[O:38].[Na+:30]. The yield is 0.680. (2) The reactants are C1(P(=O)(C2C=CC=CC=2)C2C=CC=CC=2)C=CC=CC=1.FC(F)(F)S(OS(C(F)(F)F)(=O)=O)(=O)=O.C([S:43][CH:44]([CH2:75][N:76]1[CH2:81][CH2:80][S:79][CH2:78][CH2:77]1)[CH2:45][NH:46][C:47]([C:49]1[NH:50][C:51]2[C:56]([CH:57]=1)=[CH:55][C:54]([O:58][CH2:59][CH2:60][CH2:61][O:62][CH3:63])=[CH:53][C:52]=2[N:64]([CH3:74])[S:65]([C:68]1[CH:73]=[CH:72][CH:71]=[CH:70][N:69]=1)(=[O:67])=[O:66])=O)C1C=CC=CC=1.C1(SC)C=CC=CC=1.C(=O)([O-])O.[Na+]. The catalyst is C(#N)C. The product is [CH3:63][O:62][CH2:61][CH2:60][CH2:59][O:58][C:54]1[CH:55]=[C:56]2[C:51](=[C:52]([N:64]([CH3:74])[S:65]([C:68]3[CH:73]=[CH:72][CH:71]=[CH:70][N:69]=3)(=[O:67])=[O:66])[CH:53]=1)[NH:50][C:49]([C:47]1[S:43][CH:44]([CH2:75][N:76]3[CH2:81][CH2:80][S:79][CH2:78][CH2:77]3)[CH2:45][N:46]=1)=[CH:57]2. The yield is 0.340. (3) The reactants are Br[C:2]1[CH:7]=[CH:6][N:5]=[C:4]([CH3:8])[CH:3]=1.[C:9](=[N:22][NH2:23])([C:16]1[CH:21]=[CH:20][CH:19]=[CH:18][CH:17]=1)[C:10]1[CH:15]=[CH:14][CH:13]=[CH:12][CH:11]=1.C1(P(C2C=CC=CC=2)C2C3OC4C(=CC=CC=4P(C4C=CC=CC=4)C4C=CC=CC=4)C(C)(C)C=3C=CC=2)C=CC=CC=1.CC(C)([O-])C.[Na+]. The catalyst is C1(C)C=CC=CC=1.C([O-])(=O)C.[Pd+2].C([O-])(=O)C. The product is [C:10]1([C:9]([C:16]2[CH:21]=[CH:20][CH:19]=[CH:18][CH:17]=2)=[N:22][NH:23][C:7]2[CH:2]=[CH:3][C:4]([CH3:8])=[N:5][CH:6]=2)[CH:11]=[CH:12][CH:13]=[CH:14][CH:15]=1. The yield is 0.950. (4) The reactants are [CH3:1][O:2][C:3](=[O:18])[CH2:4][CH2:5][C:6]1[CH:11]=[CH:10][C:9]([O:12][CH2:13][CH2:14][CH2:15][OH:16])=[CH:8][C:7]=1[CH3:17].CCN(CC)CC.[CH3:26][S:27](Cl)(=[O:29])=[O:28]. The yield is 1.00. The catalyst is C(Cl)Cl. The product is [CH3:1][O:2][C:3](=[O:18])[CH2:4][CH2:5][C:6]1[CH:11]=[CH:10][C:9]([O:12][CH2:13][CH2:14][CH2:15][O:16][S:27]([CH3:26])(=[O:29])=[O:28])=[CH:8][C:7]=1[CH3:17]. (5) The reactants are [I:1][C:2]1[CH:8]=[CH:7][CH:6]=[CH:5][C:3]=1[NH2:4].[CH2:9]([O:11][C:12](=[O:23])[C:13](=[CH:19]OCC)[C:14]([O:16][CH2:17][CH3:18])=[O:15])[CH3:10]. The catalyst is ClCCl. The product is [CH2:9]([O:11][C:12](=[O:23])[C:13](=[CH:19][NH:4][C:3]1[CH:5]=[CH:6][CH:7]=[CH:8][C:2]=1[I:1])[C:14]([O:16][CH2:17][CH3:18])=[O:15])[CH3:10]. The yield is 0.916. (6) The catalyst is CC(O)(C)C. The yield is 0.500. The product is [F:36][C:35]([F:38])([F:37])[C@H:32]1[CH2:33][CH2:34][C@H:29]([O:1][C:2]2[CH:11]=[CH:10][CH:9]=[C:8]3[C:3]=2[CH:4]=[CH:5][C:6]([CH2:12][N:13]2[CH2:14][CH2:15][CH:16]([C:19]([O:21][CH2:22][CH3:23])=[O:20])[CH2:17][CH2:18]2)=[CH:7]3)[CH2:30][CH2:31]1. The reactants are [OH:1][C:2]1[CH:11]=[CH:10][CH:9]=[C:8]2[C:3]=1[CH:4]=[CH:5][C:6]([CH2:12][N:13]1[CH2:18][CH2:17][CH:16]([C:19]([O:21][CH2:22][CH3:23])=[O:20])[CH2:15][CH2:14]1)=[CH:7]2.CS(O[C@H:29]1[CH2:34][CH2:33][C@@H:32]([C:35]([F:38])([F:37])[F:36])[CH2:31][CH2:30]1)(=O)=O.C([O-])([O-])=O.[Cs+].[Cs+]. (7) The reactants are I[C:2]1[C:10]2[C:5](=[N:6][CH:7]=[C:8]([C:11]3[CH:16]=[C:15]([O:17][CH3:18])[C:14]([O:19][CH3:20])=[C:13]([O:21][CH3:22])[CH:12]=3)[N:9]=2)[N:4]([Si](C(C)C)(C(C)C)C(C)C)[CH:3]=1.C([Mg]Cl)(C)C.[Li+].[Cl-].[CH3:40][C:41]1([CH:47]=[O:48])[CH2:46][CH2:45][CH2:44][CH2:43][CH2:42]1. The catalyst is O1CCCC1. The product is [CH3:40][C:41]1([CH:47]([C:2]2[C:10]3[C:5](=[N:6][CH:7]=[C:8]([C:11]4[CH:16]=[C:15]([O:17][CH3:18])[C:14]([O:19][CH3:20])=[C:13]([O:21][CH3:22])[CH:12]=4)[N:9]=3)[NH:4][CH:3]=2)[OH:48])[CH2:46][CH2:45][CH2:44][CH2:43][CH2:42]1. The yield is 0.450. (8) The reactants are [Si]([O:18][CH2:19][C:20]1[C:21]([N:36]2[CH2:41][C@H:40]([CH3:42])[O:39][C@H:38]([CH3:43])[CH2:37]2)=[C:22]([F:35])[C:23]2[O:27][N:26]=[C:25]([C:28]3[O:32][C:31](=[O:33])[NH:30][N:29]=3)[C:24]=2[CH:34]=1)(C(C)(C)C)(C1C=CC=CC=1)C1C=CC=CC=1.CCCC[N+](CCCC)(CCCC)CCCC.[F-]. The catalyst is C1COCC1. The product is [CH3:42][C@@H:40]1[CH2:41][N:36]([C:21]2[C:20]([CH2:19][OH:18])=[CH:34][C:24]3[C:25]([C:28]4[O:32][C:31](=[O:33])[NH:30][N:29]=4)=[N:26][O:27][C:23]=3[C:22]=2[F:35])[CH2:37][C@H:38]([CH3:43])[O:39]1. The yield is 0.790. (9) The reactants are [CH3:1][O:2][C:3]1[CH:4]=[CH:5][C:6]2[C:7]3[CH2:19][C:18]4[C:13](=[CH:14][CH:15]=[CH:16][CH:17]=4)[C:8]=3[N:9]([CH3:12])[C:10]=2[CH:11]=1.[Li]CCCC.[CH3:25][Si:26](Cl)([CH3:28])[CH3:27]. The catalyst is CCOCC. The product is [CH3:1][O:2][C:3]1[CH:4]=[CH:5][C:6]2[C:7]3[CH:19]([Si:26]([CH3:28])([CH3:27])[CH3:25])[C:18]4[C:13](=[CH:14][CH:15]=[CH:16][CH:17]=4)[C:8]=3[N:9]([CH3:12])[C:10]=2[CH:11]=1. The yield is 0.340. (10) The reactants are [Br:1][C:2]1[CH:3]=[C:4]([C:8]2[CH:12]=[CH:11][NH:10][N:9]=2)[S:5][C:6]=1[Br:7].[H-].[Na+].[CH:15](I)([CH3:17])[CH3:16].O. The catalyst is CN(C)C=O.CC(OC)(C)C. The product is [Br:1][C:2]1[CH:3]=[C:4]([C:8]2[CH:12]=[CH:11][N:10]([CH:15]([CH3:17])[CH3:16])[N:9]=2)[S:5][C:6]=1[Br:7].[Br:1][C:2]1[CH:3]=[C:4]([C:8]2[N:9]([CH:15]([CH3:17])[CH3:16])[N:10]=[CH:11][CH:12]=2)[S:5][C:6]=1[Br:7]. The yield is 0.810.